This data is from NCI-60 drug combinations with 297,098 pairs across 59 cell lines. The task is: Regression. Given two drug SMILES strings and cell line genomic features, predict the synergy score measuring deviation from expected non-interaction effect. (1) Drug 1: C1CC(=O)NC(=O)C1N2CC3=C(C2=O)C=CC=C3N. Drug 2: CN1C2=C(C=C(C=C2)N(CCCl)CCCl)N=C1CCCC(=O)O.Cl. Cell line: SK-OV-3. Synergy scores: CSS=3.65, Synergy_ZIP=-1.34, Synergy_Bliss=-0.617, Synergy_Loewe=-1.11, Synergy_HSA=-0.236. (2) Drug 1: CC(C)CN1C=NC2=C1C3=CC=CC=C3N=C2N. Drug 2: CC12CCC3C(C1CCC2OP(=O)(O)O)CCC4=C3C=CC(=C4)OC(=O)N(CCCl)CCCl.[Na+]. Cell line: HL-60(TB). Synergy scores: CSS=4.27, Synergy_ZIP=-0.647, Synergy_Bliss=0.653, Synergy_Loewe=4.32, Synergy_HSA=1.13. (3) Drug 1: C1=C(C(=O)NC(=O)N1)F. Drug 2: CC1=C(C(CCC1)(C)C)C=CC(=CC=CC(=CC(=O)O)C)C. Cell line: NCI/ADR-RES. Synergy scores: CSS=21.6, Synergy_ZIP=-5.48, Synergy_Bliss=0.753, Synergy_Loewe=-0.0950, Synergy_HSA=0.220. (4) Drug 1: CCC1(CC2CC(C3=C(CCN(C2)C1)C4=CC=CC=C4N3)(C5=C(C=C6C(=C5)C78CCN9C7C(C=CC9)(C(C(C8N6C=O)(C(=O)OC)O)OC(=O)C)CC)OC)C(=O)OC)O.OS(=O)(=O)O. Drug 2: C1=NC2=C(N1)C(=S)N=CN2. Cell line: MOLT-4. Synergy scores: CSS=73.9, Synergy_ZIP=0.977, Synergy_Bliss=0.476, Synergy_Loewe=-4.39, Synergy_HSA=-3.36. (5) Drug 1: CC12CCC3C(C1CCC2O)C(CC4=C3C=CC(=C4)O)CCCCCCCCCS(=O)CCCC(C(F)(F)F)(F)F. Drug 2: COC1=C2C(=CC3=C1OC=C3)C=CC(=O)O2. Cell line: CAKI-1. Synergy scores: CSS=-5.14, Synergy_ZIP=5.93, Synergy_Bliss=-3.86, Synergy_Loewe=-4.01, Synergy_HSA=-5.85. (6) Drug 1: C1CN1P(=S)(N2CC2)N3CC3. Drug 2: CC(C)NC(=O)C1=CC=C(C=C1)CNNC.Cl. Cell line: M14. Synergy scores: CSS=20.9, Synergy_ZIP=-2.18, Synergy_Bliss=1.32, Synergy_Loewe=-6.20, Synergy_HSA=-0.000282. (7) Drug 1: CCCS(=O)(=O)NC1=C(C(=C(C=C1)F)C(=O)C2=CNC3=C2C=C(C=N3)C4=CC=C(C=C4)Cl)F. Drug 2: CC1=C(C=C(C=C1)C(=O)NC2=CC(=CC(=C2)C(F)(F)F)N3C=C(N=C3)C)NC4=NC=CC(=N4)C5=CN=CC=C5. Cell line: 786-0. Synergy scores: CSS=4.45, Synergy_ZIP=0.984, Synergy_Bliss=4.46, Synergy_Loewe=3.16, Synergy_HSA=3.16. (8) Drug 1: CC12CCC(CC1=CCC3C2CCC4(C3CC=C4C5=CN=CC=C5)C)O. Drug 2: C1=NNC2=C1C(=O)NC=N2. Cell line: T-47D. Synergy scores: CSS=1.75, Synergy_ZIP=-1.42, Synergy_Bliss=0.826, Synergy_Loewe=-9.19, Synergy_HSA=-0.678.